From a dataset of Forward reaction prediction with 1.9M reactions from USPTO patents (1976-2016). Predict the product of the given reaction. Given the reactants C(OC(=O)N)(C)(C)C.[C:9]([O:13][C:14](=[O:48])[NH:15][C:16]1([C:20]2[CH:25]=[CH:24][C:23]([C:26]3[C:35](=[O:36])[C:34]4[C:29](=[C:30]([NH:40][CH3:41])[C:31]([N+:37]([O-])=O)=[CH:32][CH:33]=4)[O:28][C:27]=3[C:42]3[CH:47]=[CH:46][CH:45]=[CH:44][CH:43]=3)=[CH:22][CH:21]=2)[CH2:19][CH2:18][CH2:17]1)([CH3:12])([CH3:11])[CH3:10], predict the reaction product. The product is: [C:9]([O:13][C:14](=[O:48])[NH:15][C:16]1([C:20]2[CH:21]=[CH:22][C:23]([C:26]3[C:35](=[O:36])[C:34]4[C:29](=[C:30]([NH:40][CH3:41])[C:31]([NH2:37])=[CH:32][CH:33]=4)[O:28][C:27]=3[C:42]3[CH:47]=[CH:46][CH:45]=[CH:44][CH:43]=3)=[CH:24][CH:25]=2)[CH2:17][CH2:18][CH2:19]1)([CH3:12])([CH3:10])[CH3:11].